Dataset: Reaction yield outcomes from USPTO patents with 853,638 reactions. Task: Predict the reaction yield, written as a fraction of the theoretical maximum amount of product (1.0 means a 100% yield; for example, 0.34 means a 34% yield). (1) The reactants are [Cl:1][C:2]1[CH:3]=[C:4]([NH:16][C:17]2[C:26]3[C:21](=[CH:22][CH:23]=[CH:24][C:25]=3[O:27][CH2:28][CH2:29][NH:30][CH:31]3[CH2:34][CH2:33][CH2:32]3)[N:20]=[CH:19][N:18]=2)[CH:5]=[CH:6][C:7]=1[O:8][CH2:9][C:10]1[CH:15]=[CH:14][CH:13]=[CH:12][N:11]=1.[C:35](Cl)(=[O:37])[CH3:36]. No catalyst specified. The product is [Cl:1][C:2]1[CH:3]=[C:4]([NH:16][C:17]2[C:26]3[C:21](=[CH:22][CH:23]=[CH:24][C:25]=3[O:27][CH2:28][CH2:29][N:30]([CH:31]3[CH2:34][CH2:33][CH2:32]3)[C:35](=[O:37])[CH3:36])[N:20]=[CH:19][N:18]=2)[CH:5]=[CH:6][C:7]=1[O:8][CH2:9][C:10]1[CH:15]=[CH:14][CH:13]=[CH:12][N:11]=1. The yield is 0.420. (2) The reactants are [I:1][C:2]1[N:3]=[C:4]([C@@H:8]2[CH2:12][CH2:11][CH2:10][N:9]2[C:13]([O:15][C:16]([CH3:19])([CH3:18])[CH3:17])=[O:14])[NH:5][C:6]=1I.[O-]S([O-])=O.[Na+].[Na+]. The catalyst is CCO.O. The product is [C:16]([O:15][C:13]([N:9]1[CH2:10][CH2:11][CH2:12][C@H:8]1[C:4]1[NH:5][CH:6]=[C:2]([I:1])[N:3]=1)=[O:14])([CH3:19])([CH3:17])[CH3:18]. The yield is 0.840. (3) The reactants are Cl.FC1C=C(C=CC=1)CN1C=C(C2C3C(=NC=C(C4C=CC(C5CCNCC5)=CC=4)C=3)N(S(C3C=CC(C)=CC=3)(=O)=O)C=2)C=N1.[F:46][C:47]1[CH:48]=[C:49]([CH:88]=[CH:89][CH:90]=1)[CH2:50][N:51]1[CH:55]=[C:54]([C:56]2[C:64]3[C:59](=[N:60][CH:61]=[C:62]([C:65]4[CH:70]=[CH:69][C:68]([N:71]5[CH2:76][CH2:75][CH:74]([OH:77])[CH2:73][CH2:72]5)=[CH:67][CH:66]=4)[CH:63]=3)[N:58](S(C3C=CC(C)=CC=3)(=O)=O)[CH:57]=2)[CH:53]=[N:52]1.[OH-].[Li+]. The catalyst is C1COCC1.CO.O. The product is [F:46][C:47]1[CH:48]=[C:49]([CH:88]=[CH:89][CH:90]=1)[CH2:50][N:51]1[CH:55]=[C:54]([C:56]2[C:64]3[C:59](=[N:60][CH:61]=[C:62]([C:65]4[CH:66]=[CH:67][C:68]([N:71]5[CH2:76][CH2:75][CH:74]([OH:77])[CH2:73][CH2:72]5)=[CH:69][CH:70]=4)[CH:63]=3)[NH:58][CH:57]=2)[CH:53]=[N:52]1. The yield is 0.287. (4) The reactants are [NH2:1][C:2]1[N:6]([CH3:7])[NH:5][C:4](=[O:8])[CH:3]=1.[CH2:9](Cl)[C:10]1[CH:15]=[CH:14][CH:13]=[CH:12][CH:11]=1.C([O-])([O-])=O.[K+].[K+].CCOC(C)=O. The catalyst is CN(C=O)C. The product is [CH2:9]([O:8][C:4]1[CH:3]=[C:2]([NH2:1])[N:6]([CH3:7])[N:5]=1)[C:10]1[CH:15]=[CH:14][CH:13]=[CH:12][CH:11]=1. The yield is 0.250. (5) The reactants are [CH3:1][C:2]([CH3:17])([CH3:16])[C:3]#[C:4][C:5]1[CH:10]=[C:9]([N+:11]([O-:13])=[O:12])[CH:8]=[C:7]([F:14])[C:6]=1[NH2:15].N1C=CC=CC=1.[C:24](Cl)(=[O:28])[CH2:25][CH2:26][CH3:27]. The catalyst is C(Cl)Cl. The product is [CH3:1][C:2]([CH3:17])([CH3:16])[C:3]#[C:4][C:5]1[CH:10]=[C:9]([N+:11]([O-:13])=[O:12])[CH:8]=[C:7]([F:14])[C:6]=1[NH:15][C:24](=[O:28])[CH2:25][CH2:26][CH3:27]. The yield is 0.620. (6) The reactants are [I:1][C:2]1[CH:3]=[N:4][NH:5][CH:6]=1.CN(C)C=O.CS(O[CH:17]1[CH2:20][CH:19]([O:21][CH2:22][C:23]2[CH:28]=[CH:27][CH:26]=[CH:25][CH:24]=2)[CH2:18]1)(=O)=O.C(=O)([O-])[O-].[Cs+].[Cs+]. The catalyst is O. The product is [CH2:22]([O:21][CH:19]1[CH2:18][CH:17]([N:4]2[CH:3]=[C:2]([I:1])[CH:6]=[N:5]2)[CH2:20]1)[C:23]1[CH:28]=[CH:27][CH:26]=[CH:25][CH:24]=1. The yield is 0.830.